Dataset: Reaction yield outcomes from USPTO patents with 853,638 reactions. Task: Predict the reaction yield, written as a fraction of the theoretical maximum amount of product (1.0 means a 100% yield; for example, 0.34 means a 34% yield). (1) The reactants are [CH3:1]C1(C)[C@@H]2CC[C@@]1(CS(O)(=O)=O)C(=O)C2.C=O.[C:18]([O:22][C:23]([NH:25][C@@H:26]([CH2:30][S:31][S:32][CH2:33][CH3:34])[C:27]([OH:29])=[O:28])=[O:24])([CH3:21])([CH3:20])[CH3:19].C1(NC2CCCCC2)CCCCC1. The catalyst is C1(C)C=CC=CC=1. The product is [CH2:33]([S:32][S:31][CH2:30][C@H:26]1[C:27](=[O:29])[O:28][CH2:1][N:25]1[C:23]([O:22][C:18]([CH3:21])([CH3:20])[CH3:19])=[O:24])[CH3:34]. The yield is 0.670. (2) The product is [C:6]([C:10]1[NH:18][C:13]2=[N:14][CH:15]=[CH:16][CH:17]=[C:12]2[C:11]=1[CH:24]=[O:25])([CH3:9])([CH3:7])[CH3:8]. No catalyst specified. The yield is 0.410. The reactants are P(Cl)(Cl)(Cl)=O.[C:6]([C:10]1[NH:18][C:13]2=[N:14][CH:15]=[CH:16][CH:17]=[C:12]2[CH:11]=1)([CH3:9])([CH3:8])[CH3:7].O.[OH-].[Na+].CN(C)[CH:24]=[O:25]. (3) The reactants are Cl[C:2]1[CH:11]=[CH:10][CH:9]=[CH:8][C:3]=1[CH2:4][CH2:5][CH:6]=[O:7].[O:12]=[C:13]([C:20]1[CH:25]=[CH:24][C:23]([Br:26])=[CH:22][CH:21]=1)/[CH:14]=[CH:15]/[C:16]([O:18][CH3:19])=[O:17]. The catalyst is C(Cl)(Cl)Cl. The product is [CH2:4]([C@H:5]1[C@@H:15]([C:16]([O:18][CH3:19])=[O:17])[CH:14]=[C:13]([C:20]2[CH:21]=[CH:22][C:23]([Br:26])=[CH:24][CH:25]=2)[O:12][C:6]1=[O:7])[C:3]1[CH:8]=[CH:9][CH:10]=[CH:11][CH:2]=1. The yield is 0.800.